This data is from Forward reaction prediction with 1.9M reactions from USPTO patents (1976-2016). The task is: Predict the product of the given reaction. (1) The product is: [Cl:1][C:2]1[C:11]2[C:6](=[CH:7][CH:8]=[CH:9][CH:10]=2)[C:5]([C:12]2[C:21]3[C:16](=[CH:17][CH:18]=[CH:19][CH:20]=3)[CH:15]=[CH:14][C:13]=2[O:22][S:31]([C:30]([F:43])([F:42])[F:29])(=[O:33])=[O:32])=[N:4][N:3]=1. Given the reactants [Cl:1][C:2]1[C:11]2[C:6](=[CH:7][CH:8]=[CH:9][CH:10]=2)[C:5]([C:12]2[C:21]3[C:16](=[CH:17][CH:18]=[CH:19][CH:20]=3)[CH:15]=[CH:14][C:13]=2[OH:22])=[N:4][N:3]=1.N1C=CC=CC=1.[F:29][C:30]([F:43])([F:42])[S:31](O[S:31]([C:30]([F:43])([F:42])[F:29])(=[O:33])=[O:32])(=[O:33])=[O:32], predict the reaction product. (2) Given the reactants [C:1]([O:4][CH:5]1[O:26][C@H:25]([CH2:27][O:28][C:29](=[O:31])[CH3:30])[C@@H:20]([O:21][C:22](=[O:24])[CH3:23])[C@H:15]([O:16][C:17](=[O:19])[CH3:18])[C@@H:6]1[NH:7]C(OC(C)(C)C)=O)(=[O:3])[CH3:2].[C:32]([OH:38])([C:34]([F:37])([F:36])[F:35])=[O:33], predict the reaction product. The product is: [OH:38][C:32]([C:34]([F:37])([F:36])[F:35])=[O:33].[C:1]([O:4][CH:5]1[O:26][C@H:25]([CH2:27][O:28][C:29](=[O:31])[CH3:30])[C@@H:20]([O:21][C:22](=[O:24])[CH3:23])[C@H:15]([O:16][C:17](=[O:19])[CH3:18])[C@@H:6]1[NH2:7])(=[O:3])[CH3:2]. (3) Given the reactants [CH3:1][C:2]1([CH3:25])[O:6][CH:5]([CH2:7][C:8]2[CH:9]=[C:10]([CH2:16][C:17]([N:19]3[CH2:24][CH2:23][CH2:22][CH2:21][CH2:20]3)=O)[CH:11]=[CH:12][C:13]=2[O:14][CH3:15])[CH2:4][O:3]1.C1([SiH2]C2C=CC=CC=2)C=CC=CC=1, predict the reaction product. The product is: [CH3:1][C:2]1([CH3:25])[O:6][CH:5]([CH2:7][C:8]2[CH:9]=[C:10]([CH2:16][CH2:17][N:19]3[CH2:24][CH2:23][CH2:22][CH2:21][CH2:20]3)[CH:11]=[CH:12][C:13]=2[O:14][CH3:15])[CH2:4][O:3]1. (4) The product is: [F:1][C:2]1[CH:7]=[CH:6][C:5]([N:9]2[CH2:13][CH2:12][CH:11]([OH:14])[CH2:10]2)=[CH:4][CH:3]=1. Given the reactants [F:1][C:2]1[CH:7]=[CH:6][C:5](I)=[CH:4][CH:3]=1.[NH:9]1[CH2:13][CH2:12][CH:11]([OH:14])[CH2:10]1.P([O-])([O-])([O-])=O.[K+].[K+].[K+].CN(CCO)C, predict the reaction product. (5) Given the reactants [CH3:1][CH2:2][CH:3]([OH:6])[CH2:4][CH3:5].[H-].[Na+].Cl[C:10]1[C:15]([CH3:16])=[C:14]([O:17][C:18]2[C:23]([CH3:24])=[CH:22][C:21]([CH3:25])=[CH:20][C:19]=2[CH3:26])[N:13]=[C:12]([CH3:27])[N:11]=1, predict the reaction product. The product is: [CH2:2]([CH:3]([O:6][C:10]1[C:15]([CH3:16])=[C:14]([O:17][C:18]2[C:19]([CH3:26])=[CH:20][C:21]([CH3:25])=[CH:22][C:23]=2[CH3:24])[N:13]=[C:12]([CH3:27])[N:11]=1)[CH2:4][CH3:5])[CH3:1]. (6) Given the reactants [Cl:1][C:2]1[CH:7]=[CH:6][C:5](I)=[CH:4][N:3]=1.C(=O)([O-])[O-].[K+].[K+].[NH:15]1[CH2:19][CH2:18][CH2:17][C:16]1=[O:20].CNCCNC, predict the reaction product. The product is: [Cl:1][C:2]1[N:3]=[CH:4][C:5]([N:15]2[CH2:19][CH2:18][CH2:17][C:16]2=[O:20])=[CH:6][CH:7]=1.